This data is from CYP2C9 inhibition data for predicting drug metabolism from PubChem BioAssay. The task is: Regression/Classification. Given a drug SMILES string, predict its absorption, distribution, metabolism, or excretion properties. Task type varies by dataset: regression for continuous measurements (e.g., permeability, clearance, half-life) or binary classification for categorical outcomes (e.g., BBB penetration, CYP inhibition). Dataset: cyp2c9_veith. (1) The compound is CO[C@@H]1COC(=O)[C@@H](C)NC(=O)C/C=C\[C@H](C)[C@@H](OC)COC(=O)CCC[C@H]1C. The result is 0 (non-inhibitor). (2) The compound is COc1cccc(/C=N/NC(=O)c2nc(-c3ccccc3)cc(-c3ccccc3)n2)c1. The result is 0 (non-inhibitor).